Dataset: Catalyst prediction with 721,799 reactions and 888 catalyst types from USPTO. Task: Predict which catalyst facilitates the given reaction. Reactant: [CH3:1][O:2][C:3]1[CH:8]=[CH:7][CH:6]=[CH:5][C:4]=1[C:9]#[C:10][C@@H:11]1[CH2:20][CH2:19][C:18]2[CH:17]=[C:16]([C@H:21]3[CH2:30][CH2:29][C@@:23]4([NH:27]C(=O)[O:25][CH2:24]4)[CH2:22]3)[CH:15]=[CH:14][C:13]=2[CH2:12]1. Product: [NH2:27][C@:23]1([CH2:24][OH:25])[CH2:29][CH2:30][C@H:21]([C:16]2[CH:15]=[CH:14][C:13]3[CH2:12][C@H:11]([CH2:10][CH2:9][C:4]4[CH:5]=[CH:6][CH:7]=[CH:8][C:3]=4[O:2][CH3:1])[CH2:20][CH2:19][C:18]=3[CH:17]=2)[CH2:22]1. The catalyst class is: 105.